From a dataset of Forward reaction prediction with 1.9M reactions from USPTO patents (1976-2016). Predict the product of the given reaction. Given the reactants [N+:1]([C:4]1[S:5][CH:6]=[CH:7][C:8]=1[CH:9]=[O:10])([O-:3])=[O:2].[CH2:11](O)[CH2:12][OH:13].O.C1(C)C=CC(S(O)(=O)=O)=CC=1.C(=O)(O)[O-].[Na+], predict the reaction product. The product is: [N+:1]([C:4]1[S:5][CH:6]=[CH:7][C:8]=1[CH:9]1[O:13][CH2:12][CH2:11][O:10]1)([O-:3])=[O:2].